This data is from Reaction yield outcomes from USPTO patents with 853,638 reactions. The task is: Predict the reaction yield, written as a fraction of the theoretical maximum amount of product (1.0 means a 100% yield; for example, 0.34 means a 34% yield). (1) The reactants are C(O[Na:6])(C)(C)C.[F:7][C:8]1[CH:36]=[C:35]([F:37])[CH:34]=[CH:33][C:9]=1[CH2:10][O:11][C:12]1[CH:30]=[CH:29][C:28]([O:31][CH3:32])=[CH:27][C:13]=1[CH2:14][N:15]1[C:23]2[CH:22]=[CH:21][CH:20]=[C:19]([C:24]([OH:26])=[O:25])[C:18]=2[CH:17]=[CH:16]1. The catalyst is CO. The product is [F:7][C:8]1[CH:36]=[C:35]([F:37])[CH:34]=[CH:33][C:9]=1[CH2:10][O:11][C:12]1[CH:30]=[CH:29][C:28]([O:31][CH3:32])=[CH:27][C:13]=1[CH2:14][N:15]1[C:23]2[CH:22]=[CH:21][CH:20]=[C:19]([C:24]([O-:26])=[O:25])[C:18]=2[CH:17]=[CH:16]1.[Na+:6]. The yield is 0.870. (2) The reactants are [CH2:1]([O:3][C:4]([CH2:6][CH:7]([CH2:11][CH2:12][C:13]1[CH:18]=[CH:17][CH:16]=[CH:15][CH:14]=1)[C:8]([OH:10])=O)=[O:5])[CH3:2].[NH:19]1[C:27]2[C:22](=[CH:23][CH:24]=[CH:25][CH:26]=2)[C:21]([CH2:28][CH2:29][NH2:30])=[CH:20]1.C1C=CC2N(O)N=NC=2C=1.C(Cl)CCl.CN1CCOCC1. No catalyst specified. The product is [NH:19]1[C:27]2[C:22](=[CH:23][CH:24]=[CH:25][CH:26]=2)[C:21]([CH2:28][CH2:29][NH:30][C:8]([CH:7]([CH2:11][CH2:12][C:13]2[CH:18]=[CH:17][CH:16]=[CH:15][CH:14]=2)[CH2:6][C:4]([O:3][CH2:1][CH3:2])=[O:5])=[O:10])=[CH:20]1. The yield is 0.970.